This data is from NCI-60 drug combinations with 297,098 pairs across 59 cell lines. The task is: Regression. Given two drug SMILES strings and cell line genomic features, predict the synergy score measuring deviation from expected non-interaction effect. (1) Cell line: NCI-H522. Drug 2: C(CCl)NC(=O)N(CCCl)N=O. Synergy scores: CSS=3.04, Synergy_ZIP=-0.226, Synergy_Bliss=-2.09, Synergy_Loewe=-5.64, Synergy_HSA=-5.77. Drug 1: CC1=C(C=C(C=C1)C(=O)NC2=CC(=CC(=C2)C(F)(F)F)N3C=C(N=C3)C)NC4=NC=CC(=N4)C5=CN=CC=C5. (2) Drug 1: COCCOC1=C(C=C2C(=C1)C(=NC=N2)NC3=CC=CC(=C3)C#C)OCCOC.Cl. Drug 2: N.N.Cl[Pt+2]Cl. Cell line: ACHN. Synergy scores: CSS=61.5, Synergy_ZIP=-1.25, Synergy_Bliss=-1.23, Synergy_Loewe=-1.08, Synergy_HSA=1.49. (3) Drug 1: CN(C)N=NC1=C(NC=N1)C(=O)N. Drug 2: C#CCC(CC1=CN=C2C(=N1)C(=NC(=N2)N)N)C3=CC=C(C=C3)C(=O)NC(CCC(=O)O)C(=O)O. Cell line: SNB-19. Synergy scores: CSS=-1.57, Synergy_ZIP=0.770, Synergy_Bliss=-0.864, Synergy_Loewe=-2.69, Synergy_HSA=-2.94.